From a dataset of Reaction yield outcomes from USPTO patents with 853,638 reactions. Predict the reaction yield, written as a fraction of the theoretical maximum amount of product (1.0 means a 100% yield; for example, 0.34 means a 34% yield). (1) The reactants are [O:1]1[CH2:6][CH2:5][N:4]([C:7]2[N:12]=[C:11]([N:13]3[CH2:18][CH2:17][O:16][CH2:15][CH2:14]3)[N:10]=[C:9]([C:19]3[CH:24]=[CH:23][C:22]([NH:25][C:26](=[O:37])[NH:27][C:28]4[CH:36]=[CH:35][C:31]([C:32]([OH:34])=O)=[CH:30][CH:29]=4)=[CH:21][CH:20]=3)[N:8]=2)[CH2:3][CH2:2]1.C[CH2:39][N:40](C(C)C)C(C)C.CN(C(ON1N=NC2C=CC=CC1=2)=[N+](C)C)C.F[P-](F)(F)(F)(F)F.CN. The catalyst is CN1C(=O)CCC1. The product is [O:16]1[CH2:15][CH2:14][N:13]([C:11]2[N:12]=[C:7]([N:4]3[CH2:3][CH2:2][O:1][CH2:6][CH2:5]3)[N:8]=[C:9]([C:19]3[CH:20]=[CH:21][C:22]([NH:25][C:26](=[O:37])[NH:27][C:28]4[CH:36]=[CH:35][C:31]([C:32]([NH:40][CH3:39])=[O:34])=[CH:30][CH:29]=4)=[CH:23][CH:24]=3)[N:10]=2)[CH2:18][CH2:17]1. The yield is 0.770. (2) The reactants are [O:1]=[C:2]1[C:10]2[C:5](=[CH:6][C:7]([C:11]3[N:16]4[N:17]=[CH:18][N:19]=[C:15]4[C:14]([NH:20][CH:21]4[CH2:26][CH2:25][N:24](C(OC(C)(C)C)=O)[CH2:23][CH2:22]4)=[N:13][CH:12]=3)=[CH:8][CH:9]=2)[CH2:4][NH:3]1.FC(F)(F)C(O)=O. The catalyst is ClCCl.O. The product is [NH:24]1[CH2:23][CH2:22][CH:21]([NH:20][C:14]2[C:15]3[N:16]([N:17]=[CH:18][N:19]=3)[C:11]([C:7]3[CH:6]=[C:5]4[C:10](=[CH:9][CH:8]=3)[C:2](=[O:1])[NH:3][CH2:4]4)=[CH:12][N:13]=2)[CH2:26][CH2:25]1. The yield is 0.200. (3) The reactants are [CH3:1][C:2]1[N:6]([CH:7]([CH2:11][CH3:12])[C:8]([OH:10])=O)[N:5]=[C:4]([C:13]([F:16])([F:15])[F:14])[CH:3]=1.CN(C(ON1N=NC2C=CC=NC1=2)=[N+](C)C)C.F[P-](F)(F)(F)(F)F.C(N(C(C)C)CC)(C)C.[F:50][C:51]1[CH:56]=[CH:55][C:54]([N:57]2[C:65]3[CH2:64][CH2:63][CH2:62][NH:61][C:60]=3[CH:59]=[N:58]2)=[CH:53][CH:52]=1. The catalyst is O.C(OCC)(=O)C.CN(C)C=O. The product is [F:50][C:51]1[CH:52]=[CH:53][C:54]([N:57]2[C:65]3[CH2:64][CH2:63][CH2:62][N:61]([C:8](=[O:10])[CH:7]([N:6]4[C:2]([CH3:1])=[CH:3][C:4]([C:13]([F:16])([F:15])[F:14])=[N:5]4)[CH2:11][CH3:12])[C:60]=3[CH:59]=[N:58]2)=[CH:55][CH:56]=1. The yield is 0.920. (4) The reactants are [O:1]=[C:2]1[CH2:6][CH2:5][CH2:4][CH:3]1[C:7]([O:9][CH3:10])=[O:8].C(N(CC)C(C)C)(C)C.[F:20][C:21]([F:34])([F:33])[S:22](O[S:22]([C:21]([F:34])([F:33])[F:20])(=[O:24])=[O:23])(=[O:24])=[O:23]. The catalyst is C(Cl)Cl. The product is [CH3:10][O:9][C:7]([C:3]1[CH2:4][CH2:5][CH2:6][C:2]=1[O:1][S:22]([C:21]([F:34])([F:33])[F:20])(=[O:24])=[O:23])=[O:8]. The yield is 0.850. (5) The reactants are [CH3:1][O:2][C:3]([C:5]1[S:6][C:7](Br)=[CH:8][C:9]=1[O:10][CH:11]([C:13]1[CH:18]=[CH:17][CH:16]=[CH:15][C:14]=1[Cl:19])[CH3:12])=[O:4].[B:21]1([B:21]2[O:25][C:24]([CH3:27])([CH3:26])[C:23]([CH3:29])([CH3:28])[O:22]2)[O:25][C:24]([CH3:27])([CH3:26])[C:23]([CH3:29])([CH3:28])[O:22]1.CC([O-])=O.[K+]. The catalyst is O1CCOCC1.Cl[Pd](Cl)([P](C1C=CC=CC=1)(C1C=CC=CC=1)C1C=CC=CC=1)[P](C1C=CC=CC=1)(C1C=CC=CC=1)C1C=CC=CC=1. The product is [CH3:1][O:2][C:3]([C:5]1[S:6][C:7]([B:21]2[O:25][C:24]([CH3:27])([CH3:26])[C:23]([CH3:29])([CH3:28])[O:22]2)=[CH:8][C:9]=1[O:10][CH:11]([C:13]1[CH:18]=[CH:17][CH:16]=[CH:15][C:14]=1[Cl:19])[CH3:12])=[O:4]. The yield is 0.710.